From a dataset of Forward reaction prediction with 1.9M reactions from USPTO patents (1976-2016). Predict the product of the given reaction. Given the reactants P(Cl)(Cl)([Cl:3])=O.[N:6]1[C:15]2[C:10](=[CH:11][C:12]([OH:16])=[CH:13][CH:14]=2)[CH:9]=[CH:8][C:7]=1O.CN(C)C=O.[OH-].[Na+], predict the reaction product. The product is: [Cl:3][C:7]1[CH:8]=[CH:9][C:10]2[C:15](=[CH:14][CH:13]=[C:12]([OH:16])[CH:11]=2)[N:6]=1.